Dataset: Reaction yield outcomes from USPTO patents with 853,638 reactions. Task: Predict the reaction yield, written as a fraction of the theoretical maximum amount of product (1.0 means a 100% yield; for example, 0.34 means a 34% yield). (1) The reactants are [CH3:1][O:2][C:3](=[O:16])[CH2:4][C:5]1[CH:10]=[C:9]([CH3:11])[CH:8]=[C:7]([S:12]([Cl:15])(=[O:14])=[O:13])[CH:6]=1.C1C(=O)N([Br:24])C(=O)C1. The catalyst is C1C=CC=CC=1.C(OCC)(=O)C.CC(N=NC(C#N)(C)C)(C#N)C. The product is [CH3:1][O:2][C:3](=[O:16])[CH2:4][C:5]1[CH:6]=[C:7]([S:12]([Cl:15])(=[O:13])=[O:14])[CH:8]=[C:9]([CH2:11][Br:24])[CH:10]=1. The yield is 0.440. (2) The reactants are [CH2:1]([NH:6][C:7]([NH2:9])=[S:8])[CH2:2][CH2:3][CH2:4][CH3:5].[C:10]([CH2:12][C:13](OCC)=[O:14])#[N:11].[O-]CC.[Na+].C(O)(=O)C. The catalyst is C(O)C.O. The product is [NH2:11][C:10]1[N:6]([CH2:1][CH2:2][CH2:3][CH2:4][CH3:5])[C:7](=[S:8])[NH:9][C:13](=[O:14])[CH:12]=1. The yield is 0.650. (3) The catalyst is C(Cl)Cl. The yield is 0.970. The reactants are [Cl:1][C:2]1[C:3]([C:31]2[CH:36]=[CH:35][CH:34]=[C:33]([CH:37]([CH3:39])[CH3:38])[CH:32]=2)=[C:4]([C:8]([C@@H:18]2[CH2:23][CH2:22][CH2:21][N:20](C(OC(C)(C)C)=O)[CH2:19]2)([OH:17])[CH2:9][CH2:10][CH2:11][NH:12][C:13]([O:15][CH3:16])=[O:14])[CH:5]=[N:6][CH:7]=1.FC(F)(F)C(O)=O. The product is [Cl:1][C:2]1[C:3]([C:31]2[CH:36]=[CH:35][CH:34]=[C:33]([CH:37]([CH3:39])[CH3:38])[CH:32]=2)=[C:4]([C:8]([OH:17])([C@@H:18]2[CH2:23][CH2:22][CH2:21][NH:20][CH2:19]2)[CH2:9][CH2:10][CH2:11][NH:12][C:13](=[O:14])[O:15][CH3:16])[CH:5]=[N:6][CH:7]=1. (4) The yield is 0.980. The product is [Cl:1][C:2]1[CH:3]=[C:4]([CH:9]2[C:19]3[C:14](=[CH:15][C:16]([O:21][CH3:22])=[C:17]([F:20])[CH:18]=3)[CH2:13][N:11]([CH3:12])[CH2:10]2)[CH:5]=[CH:6][C:7]=1[Cl:8]. The catalyst is C(Cl)Cl. The reactants are [Cl:1][C:2]1[CH:3]=[C:4]([CH:9](O)[CH2:10][N:11]([CH2:13][C:14]2[CH:19]=[CH:18][C:17]([F:20])=[C:16]([O:21][CH3:22])[CH:15]=2)[CH3:12])[CH:5]=[CH:6][C:7]=1[Cl:8].S(=O)(=O)(O)O. (5) The product is [CH3:15][O:16][CH2:17][CH2:18][O:19][C:3]1[N:11]=[C:10]2[C:6]([NH:7][CH:8]=[N:9]2)=[C:5]([NH2:12])[N:4]=1. The yield is 0.730. No catalyst specified. The reactants are [Na].Cl[C:3]1[N:11]=[C:10]2[C:6]([NH:7][CH:8]=[N:9]2)=[C:5]([NH2:12])[N:4]=1.O.Cl.[CH3:15][O:16][CH2:17][CH2:18][OH:19]. (6) The reactants are C([O:8][C:9]1[CH:17]=[C:16]2[C:12]([C@@H:13]([CH2:25][Cl:26])[CH2:14][N:15]2[C:18]([O:20][C:21]([CH3:24])([CH3:23])[CH3:22])=[O:19])=[C:11]2[S:27][C:28]([CH3:30])=[CH:29][C:10]=12)C1C=CC=CC=1.[NH4+].C([O-])=O. The catalyst is C1COCC1.CCOCC.[O-]S([O-])(=O)=O.[Na+].[Na+].[Pd]. The yield is 0.780. The product is [Cl:26][CH2:25][C@@H:13]1[C:12]2[C:16](=[CH:17][C:9]([OH:8])=[C:10]3[CH:29]=[C:28]([CH3:30])[S:27][C:11]3=2)[N:15]([C:18]([O:20][C:21]([CH3:24])([CH3:23])[CH3:22])=[O:19])[CH2:14]1. (7) The reactants are [CH3:1][OH:2].[H-].[Na+].[NH2:5][C:6]1[CH:11]=[N:10][CH:9]=[C:8](Cl)[N:7]=1. The yield is 0.110. The product is [NH2:5][C:6]1[CH:11]=[N:10][CH:9]=[C:8]([O:2][CH3:1])[N:7]=1. The catalyst is O1CCOCC1.C(OCC)(=O)C.